From a dataset of Forward reaction prediction with 1.9M reactions from USPTO patents (1976-2016). Predict the product of the given reaction. The product is: [ClH:34].[C:31]([C:28]1[CH:29]=[CH:30][C:25]([N:6]2[C:7](=[O:24])[CH:8]=[C:9]([O:10][CH:11]3[CH2:12][CH2:13][NH:14][CH2:15][CH2:16]3)[C:4]([C:1]#[N:2])=[N:5]2)=[CH:26][C:27]=1[F:33])#[N:32]. Given the reactants [C:1]([C:4]1[C:9]([O:10][CH:11]2[CH2:16][CH2:15][N:14](C(OC(C)(C)C)=O)[CH2:13][CH2:12]2)=[CH:8][C:7](=[O:24])[N:6]([C:25]2[CH:30]=[CH:29][C:28]([C:31]#[N:32])=[C:27]([F:33])[CH:26]=2)[N:5]=1)(=O)[NH2:2].[ClH:34].O1CCOCC1.CCOCC, predict the reaction product.